This data is from Forward reaction prediction with 1.9M reactions from USPTO patents (1976-2016). The task is: Predict the product of the given reaction. Given the reactants [NH2:1][CH2:2][CH2:3][C:4]1[CH:9]=[CH:8][C:7]([S:10]([NH2:13])(=[O:12])=[O:11])=[CH:6][CH:5]=1.[N:14]1[CH:19]=[CH:18][CH:17]=[CH:16][C:15]=1[CH:20]=O.[BH-]([O:23][C:24]([CH3:26])=[O:25])([O:23][C:24]([CH3:26])=[O:25])[O:23][C:24]([CH3:26])=[O:25].[Na+].[C:36]([O:40][C:41]([CH3:44])([CH3:43])[CH3:42])(=[O:39])[CH:37]=O, predict the reaction product. The product is: [N:14]1[CH:19]=[CH:18][CH:17]=[CH:16][C:15]=1[CH2:20][N:1]([CH2:2][CH2:3][C:4]1[CH:5]=[CH:6][C:7]([S:10](=[O:11])(=[O:12])[NH2:13])=[CH:8][CH:9]=1)[CH2:37][C:36]([O:40][C:41]([CH3:44])([CH3:43])[CH3:42])=[O:39].[S:10]([C:7]1[CH:6]=[CH:5][C:4]([CH2:3][CH2:2][N:1]([CH2:37][C:36]([O:40][C:41]([CH3:42])([CH3:43])[CH3:44])=[O:39])[CH2:26][C:24]([O-:25])=[O:23])=[CH:9][CH:8]=1)(=[O:11])(=[O:12])[NH2:13].